This data is from Full USPTO retrosynthesis dataset with 1.9M reactions from patents (1976-2016). The task is: Predict the reactants needed to synthesize the given product. (1) The reactants are: [CH:1]1([C:4]2[C:12]3[S:11][CH:10]=[N:9][C:8]=3[CH:7]=[CH:6][CH:5]=2)[CH2:3][CH2:2]1.I[C:14]1[C:15]([NH:28][C@@H:29]2[CH2:34][CH2:33][CH2:32][N:31]([C:35]([O:37][C:38]([CH3:41])([CH3:40])[CH3:39])=[O:36])[CH2:30]2)=[N:16][C:17]([N:22]2[CH2:27][CH2:26][O:25][CH2:24][CH2:23]2)=[N:18][C:19]=1[O:20][CH3:21].C(=O)([O-])[O-].[Cs+].[Cs+]. Given the product [CH:1]1([C:4]2[C:12]3[S:11][C:10]([C:14]4[C:15]([NH:28][C@@H:29]5[CH2:34][CH2:33][CH2:32][N:31]([C:35]([O:37][C:38]([CH3:41])([CH3:40])[CH3:39])=[O:36])[CH2:30]5)=[N:16][C:17]([N:22]5[CH2:23][CH2:24][O:25][CH2:26][CH2:27]5)=[N:18][C:19]=4[O:20][CH3:21])=[N:9][C:8]=3[CH:7]=[CH:6][CH:5]=2)[CH2:3][CH2:2]1, predict the reactants needed to synthesize it. (2) Given the product [C:27]([O:19][CH2:18][C@H:16]1[CH2:17][C@@H:15]1[C:11]1[CH:12]=[N:13][CH:14]=[C:9]([O:8][CH2:1][C:2]2[CH:3]=[CH:4][CH:5]=[CH:6][CH:7]=2)[CH:10]=1)(=[O:31])[CH:28]([CH3:30])[CH3:29], predict the reactants needed to synthesize it. The reactants are: [CH2:1]([O:8][C:9]1[CH:10]=[C:11]([C@H:15]2[CH2:17][C@@H:16]2[CH2:18][OH:19])[CH:12]=[N:13][CH:14]=1)[C:2]1[CH:7]=[CH:6][CH:5]=[CH:4][CH:3]=1.C(N(CC)CC)C.[C:27](O[C:27](=[O:31])[CH:28]([CH3:30])[CH3:29])(=[O:31])[CH:28]([CH3:30])[CH3:29].CCOC(C)=O. (3) Given the product [CH3:8][Si:9]([CH2:12][CH2:13][O:14][CH2:15][N:5]1[CH:6]=[CH:7][C:2](=[O:1])[CH:3]=[CH:4]1)([CH3:11])[CH3:10], predict the reactants needed to synthesize it. The reactants are: [OH:1][C:2]1[CH:7]=[CH:6][N:5]=[CH:4][CH:3]=1.[CH3:8][Si:9]([CH2:12][CH2:13][O:14][CH2:15]Cl)([CH3:11])[CH3:10].C(=O)([O-])[O-].[Cs+].[Cs+]. (4) Given the product [NH:1]1[C:5]2[CH:6]=[CH:7][CH:8]=[CH:9][C:4]=2[N:3]=[N:2]1.[Ag:16], predict the reactants needed to synthesize it. The reactants are: [NH:1]1[C:5]2[CH:6]=[CH:7][CH:8]=[CH:9][C:4]=2[N:3]=[N:2]1.[OH-].[Na+].[N+]([O-])([O-])=O.[Ag+:16]. (5) Given the product [F:16][C:17]1[C:18]([N+:25]([O-:27])=[O:26])=[C:19]([CH:20]=[C:21]([F:23])[CH:22]=1)[NH:4][C:3]1[CH:5]=[CH:6][C:7]([I:9])=[CH:8][C:2]=1[F:1], predict the reactants needed to synthesize it. The reactants are: [F:1][C:2]1[CH:8]=[C:7]([I:9])[CH:6]=[CH:5][C:3]=1[NH2:4].CC(C)([O-])C.[K+].[F:16][C:17]1[CH:22]=[C:21]([F:23])[CH:20]=[C:19](F)[C:18]=1[N+:25]([O-:27])=[O:26]. (6) Given the product [C:14]([N:1]1[CH2:6][CH2:5][CH:4]([CH2:7][OH:8])[CH2:3][CH2:2]1)([O:13][C:10]([CH3:12])([CH3:11])[CH3:9])=[O:15], predict the reactants needed to synthesize it. The reactants are: [NH:1]1[CH2:6][CH2:5][CH:4]([CH2:7][OH:8])[CH2:3][CH2:2]1.[CH3:9][C:10]([O:13][C:14](O[C:14]([O:13][C:10]([CH3:12])([CH3:11])[CH3:9])=[O:15])=[O:15])([CH3:12])[CH3:11]. (7) Given the product [C:1]([O:5][CH2:6][CH2:7][O:8][C:9]1[CH:33]=[CH:32][C:12]([C:13]([O:15][C:16]2[CH:21]=[CH:20][C:19]([O:22][C:23](=[O:31])[C:24]3[CH:29]=[CH:28][C:27]([O:38][CH2:34][CH2:35][CH2:36][CH3:37])=[CH:26][CH:25]=3)=[CH:18][CH:17]=2)=[O:14])=[CH:11][CH:10]=1)(=[O:4])[CH:2]=[CH2:3], predict the reactants needed to synthesize it. The reactants are: [C:1]([O:5][CH2:6][CH2:7][O:8][C:9]1[CH:33]=[CH:32][C:12]([C:13]([O:15][C:16]2[CH:21]=[CH:20][C:19]([O:22][C:23](=[O:31])[C:24]3[CH:29]=[CH:28][C:27](F)=[CH:26][CH:25]=3)=[CH:18][CH:17]=2)=[O:14])=[CH:11][CH:10]=1)(=[O:4])[CH:2]=[CH2:3].[CH2:34]([O:38]C1C=CC(C(O)=O)=CC=1)[CH2:35][CH2:36][CH3:37]. (8) Given the product [OH:46][C:45]1[CH:53]=[CH:54][C:42]([N:41]([CH2:15][C:16]2[N:17]=[C:18]([C:21]3[CH:29]=[CH:28][C:24]([C:25]([NH:11][CH2:10][C:9]4[CH:12]=[CH:13][C:6]([CH2:1][CH2:2][CH2:3][CH2:4][CH3:5])=[CH:7][CH:8]=4)=[O:26])=[CH:23][CH:22]=3)[S:19][CH:20]=2)[C:38](=[O:39])[CH2:37][O:30][C:31]2[CH:36]=[CH:35][CH:34]=[CH:33][CH:32]=2)=[CH:43][C:44]=1[C:49]([OH:50])=[O:48], predict the reactants needed to synthesize it. The reactants are: [CH2:1]([C:6]1[CH:13]=[CH:12][C:9]([CH2:10][NH2:11])=[CH:8][CH:7]=1)[CH2:2][CH2:3][CH2:4][CH3:5].Cl[CH2:15][C:16]1[N:17]=[C:18]([C:21]2[CH:29]=[CH:28][C:24]([C:25](Cl)=[O:26])=[CH:23][CH:22]=2)[S:19][CH:20]=1.[O:30]([CH2:37][C:38](Cl)=[O:39])[C:31]1[CH:36]=[CH:35][CH:34]=[CH:33][CH:32]=1.[NH2:41][C:42]1[CH:54]=[CH:53][C:45]2[O:46]C(C)(C)[O:48][C:49](=[O:50])[C:44]=2[CH:43]=1.